This data is from hERG potassium channel inhibition data for cardiac toxicity prediction from Karim et al.. The task is: Regression/Classification. Given a drug SMILES string, predict its toxicity properties. Task type varies by dataset: regression for continuous values (e.g., LD50, hERG inhibition percentage) or binary classification for toxic/non-toxic outcomes (e.g., AMES mutagenicity, cardiotoxicity, hepatotoxicity). Dataset: herg_karim. (1) The compound is O=C(CNC(=O)c1cccc(C(F)(F)F)c1)NC1CCN(CCC2CCN(C(=O)c3ccccc3)CC2)C1. The result is 0 (non-blocker). (2) The compound is Cc1cccc(N2CCN(CCCCCCN3CCN(c4ccccc4)CC3)CC2)n1. The result is 1 (blocker).